From a dataset of Reaction yield outcomes from USPTO patents with 853,638 reactions. Predict the reaction yield, written as a fraction of the theoretical maximum amount of product (1.0 means a 100% yield; for example, 0.34 means a 34% yield). (1) The product is [CH3:1][O:2][N:3]=[C:4]1[CH2:8][N:7]([C:9](=[O:11])[C:29]2[CH:28]=[CH:27][C:26]([C:21]3[CH:22]=[CH:23][CH:24]=[CH:25][N:20]=3)=[CH:34][CH:33]=2)[C@H:6]([C:16]([O:18][CH3:19])=[O:17])[CH2:5]1. The reactants are [CH3:1][O:2][N:3]=[C:4]1[CH2:8][N:7]([C:9]([O:11]C(C)(C)C)=O)[C@H:6]([C:16]([O:18][CH3:19])=[O:17])[CH2:5]1.[N:20]1[CH:25]=[CH:24][CH:23]=[CH:22][C:21]=1[C:26]1[CH:34]=[CH:33][C:29](C(O)=O)=[CH:28][CH:27]=1. The yield is 0.450. No catalyst specified. (2) The reactants are [CH3:1][S-:2].[Na+].F[C:5]1[CH:10]=[CH:9][C:8]([C:11](=[O:13])[CH3:12])=[C:7]([O:14][CH3:15])[CH:6]=1.CCOC(C)=O. The catalyst is CN(C=O)C. The product is [CH3:15][O:14][C:7]1[CH:6]=[C:5]([S:2][CH3:1])[CH:10]=[CH:9][C:8]=1[C:11](=[O:13])[CH3:12]. The yield is 0.810. (3) The reactants are [Si:1]([O:8][CH2:9][C@@H:10]([N:15]1[C:24]2[C:19](=[CH:20][C:21]([O:27]CC3C=CC(OC)=CC=3)=[C:22]([O:25][CH3:26])[CH:23]=2)[C:18](=[O:37])[C:17]([C:38]([O:40][CH2:41][CH3:42])=[O:39])=[CH:16]1)[C:11]([CH3:14])([CH3:13])[CH3:12])([C:4]([CH3:7])([CH3:6])[CH3:5])([CH3:3])[CH3:2].C(O)(C(F)(F)F)=O. The catalyst is C(Cl)Cl. The product is [Si:1]([O:8][CH2:9][C@@H:10]([N:15]1[C:24]2[C:19](=[CH:20][C:21]([OH:27])=[C:22]([O:25][CH3:26])[CH:23]=2)[C:18](=[O:37])[C:17]([C:38]([O:40][CH2:41][CH3:42])=[O:39])=[CH:16]1)[C:11]([CH3:14])([CH3:13])[CH3:12])([C:4]([CH3:5])([CH3:6])[CH3:7])([CH3:3])[CH3:2]. The yield is 0.880. (4) The reactants are [CH3:1][O:2][C:3](=[O:64])[NH:4][CH:5]([C:9]([N:11]1[CH2:15][CH2:14][CH2:13][CH:12]1[C:16]1[NH:17][C:18]([C:21]2[CH:30]=[CH:29][C:28]3[C:23](=[CH:24][CH:25]=[C:26]([C:31]4[CH:36]=[CH:35][C:34]([C:37]5[NH:38][C:39]([CH:42]6[CH2:46][CH2:45][CH2:44][N:43]6C(=O)C(NC(OC(C)(C)C)=O)C6C=CC=CC=6)=[N:40][CH:41]=5)=[CH:33][CH:32]=4)[CH:27]=3)[CH:22]=2)=[CH:19][N:20]=1)=[O:10])[CH:6]([CH3:8])[CH3:7].[CH2:65]([N:67]([CH:72]([C:76]1[CH:81]=[CH:80][CH:79]=[CH:78][CH:77]=1)[C:73]([OH:75])=O)[C:68]([O:70][CH3:71])=[O:69])[CH3:66]. No catalyst specified. The product is [CH3:1][O:2][C:3](=[O:64])[NH:4][CH:5]([C:9]([N:11]1[CH2:15][CH2:14][CH2:13][CH:12]1[C:16]1[NH:17][C:18]([C:21]2[CH:30]=[CH:29][C:28]3[C:23](=[CH:24][CH:25]=[C:26]([C:31]4[CH:36]=[CH:35][C:34]([C:37]5[NH:38][C:39]([CH:42]6[CH2:46][CH2:45][CH2:44][N:43]6[C:73](=[O:75])[CH:72]([N:67]([CH2:65][CH3:66])[C:68]([O:70][CH3:71])=[O:69])[C:76]6[CH:81]=[CH:80][CH:79]=[CH:78][CH:77]=6)=[N:40][CH:41]=5)=[CH:33][CH:32]=4)[CH:27]=3)[CH:22]=2)=[CH:19][N:20]=1)=[O:10])[CH:6]([CH3:8])[CH3:7]. The yield is 0.520. (5) The reactants are O1CCCC1.[NH2:6][C:7]1[C:12]([C:13]2[O:17][N:16]=[C:15]([CH2:18][C:19]3[CH:24]=[CH:23][C:22]([OH:25])=[CH:21][CH:20]=3)[CH:14]=2)=[CH:11][CH:10]=[C:9]([NH2:26])[N:8]=1.[OH-].[Na+].Cl[CH2:30][C:31]1[CH:36]=[CH:35][CH:34]=[C:33]([F:37])[N:32]=1. The catalyst is CN(C)C=O. The product is [F:37][C:33]1[N:32]=[C:31]([CH2:30][O:25][C:22]2[CH:23]=[CH:24][C:19]([CH2:18][C:15]3[CH:14]=[C:13]([C:12]4[C:7]([NH2:6])=[N:8][C:9]([NH2:26])=[CH:10][CH:11]=4)[O:17][N:16]=3)=[CH:20][CH:21]=2)[CH:36]=[CH:35][CH:34]=1. The yield is 0.110. (6) The reactants are [CH2:1]([Zn]CC)C.CCCCCC.FC(F)(F)C(O)=O.ICI.[F:22][C:23]1[CH:28]=[CH:27][C:26]([C@@:29]([NH:51][S@:52]([C:54]([CH3:57])([CH3:56])[CH3:55])=[O:53])([C:37]2[CH:42]=[C:41]([O:43][C:44]([F:49])([F:48])[CH:45]([F:47])[F:46])[CH:40]=[C:39]([F:50])[CH:38]=2)[CH2:30][C:31]2[CH:36]=[CH:35][CH:34]=[CH:33][CH:32]=2)=[CH:25][C:24]=1[O:58][CH:59]=[CH2:60]. The catalyst is C(Cl)Cl. The product is [CH:59]1([O:58][C:24]2[CH:25]=[C:26]([C@@:29]([NH:51][S@:52]([C:54]([CH3:56])([CH3:55])[CH3:57])=[O:53])([C:37]3[CH:42]=[C:41]([O:43][C:44]([F:48])([F:49])[CH:45]([F:46])[F:47])[CH:40]=[C:39]([F:50])[CH:38]=3)[CH2:30][C:31]3[CH:36]=[CH:35][CH:34]=[CH:33][CH:32]=3)[CH:27]=[CH:28][C:23]=2[F:22])[CH2:1][CH2:60]1. The yield is 0.710. (7) The reactants are [CH3:1][C@@:2]12[C:18](=[O:19])[CH2:17][CH2:16][C@H:15]1[C@H:14]1[C@@H:5]([C:6]3[CH:7]=[CH:8][C:9]([OH:20])=[CH:10][C:11]=3[CH2:12][CH2:13]1)[CH2:4][CH2:3]2.N1C=CN=C1.[Si:26](Cl)([C:29]([CH3:32])([CH3:31])[CH3:30])([CH3:28])[CH3:27].O. The catalyst is ClCCl. The product is [O:20]([C:9]1[CH:8]=[CH:7][C:6]2[C@@H:5]3[C@H:14]([C@H:15]4[C@@:2]([CH2:3][CH2:4]3)([CH3:1])[C:18](=[O:19])[CH2:17][CH2:16]4)[CH2:13][CH2:12][C:11]=2[CH:10]=1)[Si:26]([C:29]([CH3:32])([CH3:31])[CH3:30])([CH3:28])[CH3:27]. The yield is 0.950.